This data is from Full USPTO retrosynthesis dataset with 1.9M reactions from patents (1976-2016). The task is: Predict the reactants needed to synthesize the given product. (1) Given the product [NH2:82][CH2:81][C:77]1[CH:76]=[C:75]2[C:80]([C:72]([CH2:71][C:70]([NH:69][C@H:59]([C:54]3[C:53]([C:50]4[CH:51]=[CH:52][C:47]([Cl:46])=[CH:48][CH:49]=4)=[CH:58][CH:57]=[CH:56][N:55]=3)[CH2:60][C:61]3[CH:62]=[C:63]([F:68])[CH:64]=[C:65]([F:67])[CH:66]=3)=[O:90])=[CH:73][NH:74]2)=[CH:79][CH:78]=1, predict the reactants needed to synthesize it. The reactants are: ClC1C=CC(C2C([C@@H](NC(=O)CC3C4C(=CC=C(CNC(=O)OC(C)(C)C)C=4)NC=3)CC3C=C(F)C=C(F)C=3)=NC=CC=2)=CC=1.[Cl:46][C:47]1[CH:52]=[CH:51][C:50]([C:53]2[C:54]([C@@H:59]([NH:69][C:70](=[O:90])[CH2:71][C:72]3[C:80]4[C:75](=[CH:76][C:77]([CH2:81][NH:82]C(=O)OC(C)(C)C)=[CH:78][CH:79]=4)[NH:74][CH:73]=3)[CH2:60][C:61]3[CH:66]=[C:65]([F:67])[CH:64]=[C:63]([F:68])[CH:62]=3)=[N:55][CH:56]=[CH:57][CH:58]=2)=[CH:49][CH:48]=1. (2) Given the product [CH3:2][C@@H:3]1[C@@H:8]2[CH2:9][C@@H:5]([C@H:6]([O:10][C:11]3[CH:16]=[CH:15][C:14]([C:17]([F:19])([F:18])[F:20])=[CH:13][N:12]=3)[CH2:7]2)[NH:4]1, predict the reactants needed to synthesize it. The reactants are: Cl.[CH3:2][C@@H:3]1[C@@H:8]2[CH2:9][C@@H:5]([C@H:6]([O:10][C:11]3[CH:16]=[CH:15][C:14]([C:17]([F:20])([F:19])[F:18])=[CH:13][N:12]=3)[CH2:7]2)[N:4]1C(OC(C)(C)C)=O. (3) Given the product [CH3:1][C:2]1[CH:7]=[CH:6][N:5]2[C:8]([C:11]([NH:25][C:26]3[CH:27]=[C:28]([C:33]4[N:37]=[C:36]([CH2:38][CH2:39][C@@:40]([OH:45])([CH3:46])[C:41]([F:44])([F:43])[F:42])[O:35][N:34]=4)[CH:29]=[CH:30][C:31]=3[CH3:32])=[O:13])=[CH:9][N:10]=[C:4]2[CH:3]=1, predict the reactants needed to synthesize it. The reactants are: [CH3:1][C:2]1[CH:7]=[CH:6][N:5]2[C:8]([C:11]([OH:13])=O)=[CH:9][N:10]=[C:4]2[CH:3]=1.C(Cl)(=O)C(Cl)=O.CN(C=O)C.[NH2:25][C:26]1[CH:27]=[C:28]([C:33]2[N:37]=[C:36]([CH2:38][CH2:39][C@:40]([CH3:46])([OH:45])[C:41]([F:44])([F:43])[F:42])[O:35][N:34]=2)[CH:29]=[CH:30][C:31]=1[CH3:32]. (4) Given the product [Cl:1][C:2]1[N:7]=[CH:6][N:5]=[C:4]([NH2:8])[C:3]=1[C:9]1[CH:13]=[CH:12][O:11][N:10]=1, predict the reactants needed to synthesize it. The reactants are: [Cl:1][C:2]1[N:7]=[CH:6][N:5]=[C:4]([NH2:8])[C:3]=1[C:9]1[CH:13]=[C:12]([Si](C)(C)C)[O:11][N:10]=1.[F-].[Cs+]. (5) Given the product [CH3:20][O:19][C:13]1[CH:12]=[C:11]([CH2:10][CH2:9][N:8]([CH3:7])[CH2:2][CH2:3][C:4]([NH2:6])=[O:5])[CH:16]=[CH:15][C:14]=1[O:17][CH3:18], predict the reactants needed to synthesize it. The reactants are: Cl[CH2:2][CH2:3][C:4]([NH2:6])=[O:5].[CH3:7][NH:8][CH2:9][CH2:10][C:11]1[CH:16]=[CH:15][C:14]([O:17][CH3:18])=[C:13]([O:19][CH3:20])[CH:12]=1.C(N(CC)CC)C. (6) Given the product [CH3:45][C:46]1([CH3:58])[O:50][C@H:49]([CH2:51][N:52]2[CH:56]=[CH:55][C:54]([NH:57][C:12](=[O:14])[C@@H:11]([N:9]3[CH2:10][C:6]([O:5][C:4]4[CH:20]=[CH:21][CH:22]=[C:2]([Cl:1])[C:3]=4[F:23])=[CH:7][C:8]3=[O:19])[CH2:15][CH:16]([CH3:18])[CH3:17])=[N:53]2)[CH2:48][O:47]1, predict the reactants needed to synthesize it. The reactants are: [Cl:1][C:2]1[C:3]([F:23])=[C:4]([CH:20]=[CH:21][CH:22]=1)[O:5][C:6]1[CH2:10][N:9]([C@@H:11]([CH2:15][CH:16]([CH3:18])[CH3:17])[C:12]([OH:14])=O)[C:8](=[O:19])[CH:7]=1.CN(C)CCCN=C=NCC.ON1C2C=CC=CC=2N=N1.[CH3:45][C:46]1([CH3:58])[O:50][C@H:49]([CH2:51][N:52]2[CH:56]=[CH:55][C:54]([NH2:57])=[N:53]2)[CH2:48][O:47]1.